This data is from Catalyst prediction with 721,799 reactions and 888 catalyst types from USPTO. The task is: Predict which catalyst facilitates the given reaction. Reactant: [CH2:1]([C:3]1[CH:4]=[CH:5][C:6]2[CH:10]=[C:9]([C:11]([O:13]CC)=[O:12])[S:8][C:7]=2[CH:16]=1)[CH3:2].O.[OH-].[Li+]. Product: [CH2:1]([C:3]1[CH:4]=[CH:5][C:6]2[CH:10]=[C:9]([C:11]([OH:13])=[O:12])[S:8][C:7]=2[CH:16]=1)[CH3:2]. The catalyst class is: 83.